From a dataset of Forward reaction prediction with 1.9M reactions from USPTO patents (1976-2016). Predict the product of the given reaction. (1) Given the reactants [N:1]1([CH2:6][C@@H:7]([O:14][C:15]2[CH:24]=[CH:23][C:22]3[C:21](=[O:25])[CH2:20][CH2:19][CH2:18][C:17]=3[C:16]=2[CH2:26][S:27]([C:30]2[CH:38]=[CH:37][CH:36]=[CH:35][C:31]=2[C:32]([OH:34])=O)(=[O:29])=[O:28])[C:8]2[CH:13]=[CH:12][CH:11]=[CH:10][CH:9]=2)[CH:5]=[CH:4][N:3]=[CH:2]1.[CH3:39][O:40][CH2:41][CH2:42][NH2:43], predict the reaction product. The product is: [N:1]1([CH2:6][C@@H:7]([O:14][C:15]2[CH:24]=[CH:23][C:22]3[C:21](=[O:25])[CH2:20][CH2:19][CH2:18][C:17]=3[C:16]=2[CH2:26][S:27]([C:30]2[CH:38]=[CH:37][CH:36]=[CH:35][C:31]=2[C:32]([NH:43][CH2:42][CH2:41][O:40][CH3:39])=[O:34])(=[O:29])=[O:28])[C:8]2[CH:9]=[CH:10][CH:11]=[CH:12][CH:13]=2)[CH:5]=[CH:4][N:3]=[CH:2]1. (2) The product is: [CH2:52]([NH:51][C:22](=[O:24])[C:21]1[CH:25]=[CH:26][C:27]([CH3:28])=[C:19]([C:18]2[C:13]3[CH:12]=[CH:11][C:10](=[O:42])[N:9]([C:3]4[C:2]([F:1])=[CH:7][CH:6]=[CH:5][C:4]=4[F:8])[C:14]=3[N:15]=[C:16]([N:29]3[CH2:34][CH2:33][CH:32]([N:35]4[CH2:40][CH2:39][CH:38]([CH3:41])[CH2:37][CH2:36]4)[CH2:31][CH2:30]3)[N:17]=2)[CH:20]=1)[CH2:53][CH2:54][CH3:55]. Given the reactants [F:1][C:2]1[CH:7]=[CH:6][CH:5]=[C:4]([F:8])[C:3]=1[N:9]1[C:14]2[N:15]=[C:16]([N:29]3[CH2:34][CH2:33][CH:32]([N:35]4[CH2:40][CH2:39][CH:38]([CH3:41])[CH2:37][CH2:36]4)[CH2:31][CH2:30]3)[N:17]=[C:18]([C:19]3[CH:20]=[C:21]([CH:25]=[CH:26][C:27]=3[CH3:28])[C:22]([OH:24])=O)[C:13]=2[CH:12]=[CH:11][C:10]1=[O:42].CN(C(O[N:51]1N=N[C:53]2[CH:54]=[CH:55]C=C[C:52]1=2)=[N+](C)C)C.F[P-](F)(F)(F)(F)F.C(N(CC)CC)C.C(N)CCC, predict the reaction product. (3) Given the reactants [F:1][C:2]1[CH:7]=[CH:6][C:5]([O:8][C:9](=[O:24])[N:10]([C@H:12]2[C@H:16]([C:17]3[CH:22]=[CH:21][C:20]([Cl:23])=[CH:19][CH:18]=3)[CH2:15][NH:14][CH2:13]2)[CH3:11])=[CH:4][CH:3]=1.[OH:25][C@H:26]1[CH2:31][CH2:30][C@H:29]([C:32](O)=[O:33])[CH2:28][CH2:27]1, predict the reaction product. The product is: [F:1][C:2]1[CH:7]=[CH:6][C:5]([O:8][C:9](=[O:24])[N:10]([C@H:12]2[C@H:16]([C:17]3[CH:22]=[CH:21][C:20]([Cl:23])=[CH:19][CH:18]=3)[CH2:15][N:14]([C:32]([CH:29]3[CH2:30][CH2:31][CH:26]([OH:25])[CH2:27][CH2:28]3)=[O:33])[CH2:13]2)[CH3:11])=[CH:4][CH:3]=1. (4) Given the reactants [CH3:1][NH:2][C:3]1[CH:11]=[CH:10][C:6]([C:7](O)=[O:8])=[CH:5][C:4]=1[N+:12]([O-:14])=[O:13].S(Cl)([Cl:17])=O, predict the reaction product. The product is: [CH3:1][NH:2][C:3]1[CH:11]=[CH:10][C:6]([C:7]([Cl:17])=[O:8])=[CH:5][C:4]=1[N+:12]([O-:14])=[O:13]. (5) Given the reactants [N-:1]=[N+:2]=[N-:3].[Na+].ClCCl.[S:8](O[S:8]([C:11]([F:14])([F:13])[F:12])(=[O:10])=[O:9])([C:11]([F:14])([F:13])[F:12])(=[O:10])=[O:9], predict the reaction product. The product is: [S:8]([N:1]=[N+:2]=[N-:3])([C:11]([F:14])([F:13])[F:12])(=[O:10])=[O:9].